This data is from Reaction yield outcomes from USPTO patents with 853,638 reactions. The task is: Predict the reaction yield, written as a fraction of the theoretical maximum amount of product (1.0 means a 100% yield; for example, 0.34 means a 34% yield). (1) The reactants are [C:1]([O:5][C:6](=[O:23])[C@@H:7]([NH:13][C@@H](C1C=CC=CC=1)CO)[C@@H:8]([OH:12])[CH:9]([CH3:11])[CH3:10])([CH3:4])([CH3:3])[CH3:2]. The yield is 0.870. The product is [C:1]([O:5][C:6](=[O:23])[C@@H:7]([NH2:13])[C@@H:8]([OH:12])[CH:9]([CH3:10])[CH3:11])([CH3:2])([CH3:4])[CH3:3]. The catalyst is [Pd].CO. (2) The reactants are [F:1][C:2]1[C:3]([C:9]2[N:13]([CH:14]([CH3:16])[CH3:15])[C:12]([CH3:17])=[N:11][CH:10]=2)=[N:4][C:5]([NH2:8])=[N:6][CH:7]=1.Br[C:19]1[CH:20]=[C:21]([CH:26]=[CH:27][CH:28]=1)[C:22]([O:24][CH3:25])=[O:23].C([O-])([O-])=O.[Cs+].[Cs+].CC(C1C=C(C(C)C)C(C2C=CC=CC=2P(C2CCCCC2)C2CCCCC2)=C(C(C)C)C=1)C. The catalyst is O1CCOCC1.C1C=CC(/C=C/C(/C=C/C2C=CC=CC=2)=O)=CC=1.C1C=CC(/C=C/C(/C=C/C2C=CC=CC=2)=O)=CC=1.C1C=CC(/C=C/C(/C=C/C2C=CC=CC=2)=O)=CC=1.[Pd].[Pd]. The product is [F:1][C:2]1[C:3]([C:9]2[N:13]([CH:14]([CH3:15])[CH3:16])[C:12]([CH3:17])=[N:11][CH:10]=2)=[N:4][C:5]([NH:8][C:19]2[CH:20]=[C:21]([CH:26]=[CH:27][CH:28]=2)[C:22]([O:24][CH3:25])=[O:23])=[N:6][CH:7]=1. The yield is 0.620. (3) The reactants are [CH3:1][O:2][C:3]1[CH:8]=[CH:7][C:6]([C:9]2[CH:10]=[N:11][C:12]([N:15]3[CH2:20][CH2:19][N:18]([S:21]([C:24]4([C:30]([O:32]C(C)(C)C)=[O:31])[CH2:29][CH2:28][O:27][CH2:26][CH2:25]4)(=[O:23])=[O:22])[CH2:17][CH2:16]3)=[N:13][CH:14]=2)=[CH:5][CH:4]=1.ON1C2C=CC=CC=2N=N1.CN1CCOCC1.[O:54]1[CH2:59][CH2:58][CH2:57][CH2:56][CH:55]1[O:60][NH2:61].Cl.CN(C)CCCN=C=NCC. The catalyst is CN(C=O)C. The product is [CH3:1][OH:2].[C:30]([O-:32])(=[O:31])[CH3:24].[CH3:1][O:2][C:3]1[CH:4]=[CH:5][C:6]([C:9]2[CH:14]=[N:13][C:12]([N:15]3[CH2:20][CH2:19][N:18]([S:21]([C:24]4([C:30]([NH:61][O:60][CH:55]5[CH2:56][CH2:57][CH2:58][CH2:59][O:54]5)=[O:31])[CH2:25][CH2:26][O:27][CH2:28][CH2:29]4)(=[O:22])=[O:23])[CH2:17][CH2:16]3)=[N:11][CH:10]=2)=[CH:7][CH:8]=1. The yield is 0.0500.